From a dataset of Full USPTO retrosynthesis dataset with 1.9M reactions from patents (1976-2016). Predict the reactants needed to synthesize the given product. (1) Given the product [CH3:9][O:8][C:7]1[CH:6]=[CH:5][C:4]([S:10]([N:13]2[C:21]3[C:16](=[CH:17][C:18]([O:22][CH3:23])=[CH:19][CH:20]=3)[C:15]([CH3:24])=[CH:14]2)(=[O:11])=[O:12])=[CH:3][C:2]=1[NH:1][CH2:34][CH2:33][N:32]([CH3:36])[CH3:31], predict the reactants needed to synthesize it. The reactants are: [NH2:1][C:2]1[CH:3]=[C:4]([S:10]([N:13]2[C:21]3[C:16](=[CH:17][C:18]([O:22][CH3:23])=[CH:19][CH:20]=3)[C:15]([CH3:24])=[CH:14]2)(=[O:12])=[O:11])[CH:5]=[CH:6][C:7]=1[O:8][CH3:9].CN(C=O)C.Cl.[CH3:31][N:32]([CH3:36])[CH2:33][CH2:34]Cl. (2) Given the product [O:17]([C:14]1[CH:13]=[CH:12][C:11]([C:10]2[C:3]3[C:4](=[N:5][CH:6]=[N:7][C:2]=3[NH2:1])[N:8]([CH:24]3[CH2:27][C:26]4([CH2:32][CH2:31][NH:30][CH2:29][CH2:28]4)[CH2:25]3)[N:9]=2)=[CH:16][CH:15]=1)[C:18]1[CH:19]=[CH:20][CH:21]=[CH:22][CH:23]=1, predict the reactants needed to synthesize it. The reactants are: [NH2:1][C:2]1[N:7]=[CH:6][N:5]=[C:4]2[N:8]([CH:24]3[CH2:27][C:26]4([CH2:32][CH2:31][N:30](C(OC(C)(C)C)=O)[CH2:29][CH2:28]4)[CH2:25]3)[N:9]=[C:10]([C:11]3[CH:16]=[CH:15][C:14]([O:17][C:18]4[CH:23]=[CH:22][CH:21]=[CH:20][CH:19]=4)=[CH:13][CH:12]=3)[C:3]=12.Cl. (3) Given the product [OH:25][C:22]1([CH:9]([C:6]2[CH:7]=[N:8][C:3]([C:2]([F:12])([F:1])[F:13])=[CH:4][CH:5]=2)[C:10]#[N:11])[CH2:23][CH2:24][O:19][CH2:20][CH2:21]1, predict the reactants needed to synthesize it. The reactants are: [F:1][C:2]([F:13])([F:12])[C:3]1[N:8]=[CH:7][C:6]([CH2:9][C:10]#[N:11])=[CH:5][CH:4]=1.C1COCC1.[O:19]1[CH2:24][CH2:23][C:22](=[O:25])[CH2:21][CH2:20]1.[NH4+].[Cl-]. (4) The reactants are: C(N(CC)CC)C.[NH2:8][C:9]1[N:17]=[C:16]([CH3:18])[CH:15]=[CH:14][C:10]=1[C:11]([OH:13])=O.[OH-].[F:20][C:21]1[CH:22]=[C:23]([O:27][C:28]2[CH:29]=[C:30]([CH:33]=[CH:34][CH:35]=2)[CH2:31][NH2:32])[CH:24]=[CH:25][CH:26]=1.CN([P+](ON1N=NC2C=CC=CC1=2)(N(C)C)N(C)C)C.F[P-](F)(F)(F)(F)F. Given the product [F:20][C:21]1[CH:22]=[C:23]([O:27][C:28]2[CH:29]=[C:30]([CH2:31][NH:32][C:11](=[O:13])[C:10]3[CH:14]=[CH:15][C:16]([CH3:18])=[N:17][C:9]=3[NH2:8])[CH:33]=[CH:34][CH:35]=2)[CH:24]=[CH:25][CH:26]=1, predict the reactants needed to synthesize it. (5) Given the product [F:21][C:18]1[C:19]2[CH:9]([CH2:8][N:5]3[CH2:6][CH2:7][C@H:2]([NH:1][CH2:24][C:26]4[N:42]=[CH:41][C:29]5[O:30][CH2:31][CH2:32][N:33]([C:34]([O:36][C:37]([CH3:38])([CH3:40])[CH3:39])=[O:35])[C:28]=5[CH:27]=4)[C@H:3]([OH:23])[CH2:4]3)[CH2:10][N:11]3[C:20]=2[C:15]([CH:14]=[CH:13][C:12]3=[O:22])=[CH:16][CH:17]=1, predict the reactants needed to synthesize it. The reactants are: [NH2:1][C@H:2]1[CH2:7][CH2:6][N:5]([CH2:8][CH:9]2[C:19]3=[C:20]4[C:15](=[CH:16][CH:17]=[C:18]3[F:21])[CH:14]=[CH:13][C:12](=[O:22])[N:11]4[CH2:10]2)[CH2:4][C@H:3]1[OH:23].[CH:24]([C:26]1[N:42]=[CH:41][C:29]2[O:30][CH2:31][CH2:32][N:33]([C:34]([O:36][C:37]([CH3:40])([CH3:39])[CH3:38])=[O:35])[C:28]=2[CH:27]=1)=O. (6) Given the product [Cl:18][C:19]1[CH:24]=[CH:23][C:22]([C:2]2[CH:7]=[CH:6][N:5]=[C:4]([NH:8][C:9](=[O:15])[O:10][C:11]([CH3:14])([CH3:13])[CH3:12])[C:3]=2[CH:16]=[O:17])=[C:21]([F:28])[CH:20]=1, predict the reactants needed to synthesize it. The reactants are: Br[C:2]1[CH:7]=[CH:6][N:5]=[C:4]([NH:8][C:9](=[O:15])[O:10][C:11]([CH3:14])([CH3:13])[CH3:12])[C:3]=1[CH:16]=[O:17].[Cl:18][C:19]1[CH:24]=[CH:23][C:22](B(O)O)=[C:21]([F:28])[CH:20]=1.C(=O)([O-])[O-].[Cs+].[Cs+].